Predict the reaction yield, written as a fraction of the theoretical maximum amount of product (1.0 means a 100% yield; for example, 0.34 means a 34% yield). From a dataset of Reaction yield outcomes from USPTO patents with 853,638 reactions. The reactants are [NH2:1][C:2]1[C:7]([C:8]([OH:10])=O)=[CH:6][C:5]([Cl:11])=[N:4][CH:3]=1.[CH:12]([NH2:14])=O. The catalyst is O. The product is [Cl:11][C:5]1[N:4]=[CH:3][C:2]2[N:1]=[CH:12][NH:14][C:8](=[O:10])[C:7]=2[CH:6]=1. The yield is 0.839.